Dataset: Full USPTO retrosynthesis dataset with 1.9M reactions from patents (1976-2016). Task: Predict the reactants needed to synthesize the given product. (1) The reactants are: [NH2:1][C:2]1[N:7]=[C:6](Cl)[CH:5]=[CH:4][N:3]=1.[CH3:9][O:10][C:11]1[CH:12]=[C:13]([CH:27]=[CH:28][CH:29]=1)[CH2:14][NH:15][C:16]([C:18]1[C:19]2[CH2:20][CH2:21][NH:22][C:23]=2[CH:24]=[CH:25][CH:26]=1)=[O:17]. Given the product [NH2:1][C:2]1[N:7]=[C:6]([N:22]2[C:23]3[CH:24]=[CH:25][CH:26]=[C:18]([C:16]([NH:15][CH2:14][C:13]4[CH:27]=[CH:28][CH:29]=[C:11]([O:10][CH3:9])[CH:12]=4)=[O:17])[C:19]=3[CH2:20][CH2:21]2)[CH:5]=[CH:4][N:3]=1, predict the reactants needed to synthesize it. (2) Given the product [CH2:8]([O:11][C:1](=[O:6])[CH2:2][CH:3]([CH3:5])[CH3:4])[CH2:9][CH3:10], predict the reactants needed to synthesize it. The reactants are: [C:1](Cl)(=[O:6])[CH2:2][CH:3]([CH3:5])[CH3:4].[CH2:8]([OH:11])[CH2:9][CH3:10].C(N(CC)CC)C.